From a dataset of Peptide-MHC class I binding affinity with 185,985 pairs from IEDB/IMGT. Regression. Given a peptide amino acid sequence and an MHC pseudo amino acid sequence, predict their binding affinity value. This is MHC class I binding data. The MHC is HLA-A68:23 with pseudo-sequence HLA-A68:23. The peptide sequence is YSLMSRYQF. The binding affinity (normalized) is 0.686.